Dataset: Full USPTO retrosynthesis dataset with 1.9M reactions from patents (1976-2016). Task: Predict the reactants needed to synthesize the given product. (1) Given the product [C:22]([O:21][C:19]([N:14]1[CH2:15][CH2:16][O:17][CH2:18][CH:13]1[CH2:11][CH2:26][C:27]([OH:34])=[O:28])=[O:20])([CH3:25])([CH3:24])[CH3:23], predict the reactants needed to synthesize it. The reactants are: C(O)=O.C(N(CC)CC)C.[CH:11]([CH:13]1[CH2:18][O:17][CH2:16][CH2:15][N:14]1[C:19]([O:21][C:22]([CH3:25])([CH3:24])[CH3:23])=[O:20])=O.[CH3:26][C:27]1(C)[O:34]C(=O)CC(=O)[O:28]1. (2) Given the product [Cl:21][C:22]1[CH:27]=[CH:26][C:25]([CH2:28][CH3:29])=[C:24]([I:7])[CH:23]=1, predict the reactants needed to synthesize it. The reactants are: I([O-])(=O)(=O)=O.[Na+].[I:7]I.C(OC(=O)C)(=O)C.S(=O)(=O)(O)O.[Cl:21][C:22]1[CH:27]=[CH:26][C:25]([CH2:28][CH3:29])=[CH:24][CH:23]=1.S([O-])([O-])=O.[Na+].[Na+].[OH-].[Na+].[Cl-].[Na+]. (3) Given the product [Cl:8][C:4]1[CH:5]=[CH:6][CH:7]=[C:2]([Cl:1])[C:3]=1[C:9]1[NH:13][C:12](=[O:14])[N:11]([C:15]2[CH:24]=[CH:23][C:18]([C:19]3[O:20][N:33]=[C:29]([CH:30]([CH3:32])[CH3:31])[N:28]=3)=[C:17]([O:25][CH3:26])[CH:16]=2)[N:10]=1, predict the reactants needed to synthesize it. The reactants are: [Cl:1][C:2]1[CH:7]=[CH:6][CH:5]=[C:4]([Cl:8])[C:3]=1[C:9]1[NH:13][C:12](=[O:14])[N:11]([C:15]2[CH:24]=[CH:23][C:18]([C:19](OC)=[O:20])=[C:17]([O:25][CH3:26])[CH:16]=2)[N:10]=1.O[N:28]=[C:29]([NH2:33])[CH:30]([CH3:32])[CH3:31].[H-].[Na+]. (4) Given the product [Cl:34][C:31]1[CH:32]=[C:33]2[NH:25][C:26](=[O:50])[C:27]3([CH:35]([C:36]4[CH:41]=[C:40]([Cl:42])[CH:39]=[CH:38][C:37]=4[O:43][CH2:44][C:45]4([CH3:49])[CH2:48][O:47][CH2:46]4)[CH2:12][C:10](=[O:11])[NH:9][CH:8]3[C:6]3[CH:7]=[C:2]([F:1])[CH:3]=[CH:4][C:5]=3[CH3:17])[C:28]2=[CH:29][CH:30]=1, predict the reactants needed to synthesize it. The reactants are: [F:1][C:2]1[CH:3]=[CH:4][C:5]([CH3:17])=[C:6]([CH:8]=[N:9][C:10]([O:12][Si](C)(C)C)=[CH2:11])[CH:7]=1.C(OC([N:25]1[C:33]2[C:28](=[CH:29][CH:30]=[C:31]([Cl:34])[CH:32]=2)/[C:27](=[CH:35]/[C:36]2[CH:41]=[C:40]([Cl:42])[CH:39]=[CH:38][C:37]=2[O:43][CH2:44][C:45]2([CH3:49])[CH2:48][O:47][CH2:46]2)/[C:26]1=[O:50])=O)(C)(C)C. (5) Given the product [Cl:1][C:2]1[N:7]=[C:6]([NH2:8])[C:5]([NH2:11])=[CH:4][CH:3]=1, predict the reactants needed to synthesize it. The reactants are: [Cl:1][C:2]1[N:7]=[C:6]([N+:8]([O-])=O)[C:5]([NH2:11])=[CH:4][CH:3]=1. (6) Given the product [CH3:25][N:24]([CH3:26])[S:23]([N:20]1[CH2:21][CH2:22][N:17]([CH2:16][C:13]2[S:12][C:11]([NH:10][C:8]([N:7]([CH:29]3[CH2:30][CH2:31][N:32]([C:36](=[O:40])[CH2:37][CH2:38][CH3:39])[CH2:33][CH2:34]3)[CH:1]3[CH2:2][CH2:3][CH2:4][CH2:5][CH2:6]3)=[O:9])=[N:15][CH:14]=2)[CH2:18][CH2:19]1)(=[O:28])=[O:27], predict the reactants needed to synthesize it. The reactants are: [CH:1]1([N:7]([CH:29]2[CH2:34][CH2:33][NH2+:32][CH2:31][CH2:30]2)[C:8]([NH:10][C:11]2[S:12][C:13]([CH2:16][N:17]3[CH2:22][CH2:21][N:20]([S:23](=[O:28])(=[O:27])[N:24]([CH3:26])[CH3:25])[CH2:19][CH2:18]3)=[CH:14][N:15]=2)=[O:9])[CH2:6][CH2:5][CH2:4][CH2:3][CH2:2]1.[Cl-].[C:36](Cl)(=[O:40])[CH2:37][CH2:38][CH3:39].